This data is from NCI-60 drug combinations with 297,098 pairs across 59 cell lines. The task is: Regression. Given two drug SMILES strings and cell line genomic features, predict the synergy score measuring deviation from expected non-interaction effect. (1) Drug 1: COC1=CC(=CC(=C1O)OC)C2C3C(COC3=O)C(C4=CC5=C(C=C24)OCO5)OC6C(C(C7C(O6)COC(O7)C8=CC=CS8)O)O. Drug 2: CC1C(C(CC(O1)OC2CC(CC3=C2C(=C4C(=C3O)C(=O)C5=C(C4=O)C(=CC=C5)OC)O)(C(=O)CO)O)N)O.Cl. Cell line: UO-31. Synergy scores: CSS=40.1, Synergy_ZIP=-7.38, Synergy_Bliss=-7.38, Synergy_Loewe=-8.09, Synergy_HSA=-3.91. (2) Drug 1: CC1=C(C(=O)C2=C(C1=O)N3CC4C(C3(C2COC(=O)N)OC)N4)N. Drug 2: C1CNP(=O)(OC1)N(CCCl)CCCl. Cell line: SF-268. Synergy scores: CSS=18.2, Synergy_ZIP=-6.75, Synergy_Bliss=-2.18, Synergy_Loewe=-27.3, Synergy_HSA=-2.27. (3) Drug 1: CC=C1C(=O)NC(C(=O)OC2CC(=O)NC(C(=O)NC(CSSCCC=C2)C(=O)N1)C(C)C)C(C)C. Drug 2: CCN(CC)CCNC(=O)C1=C(NC(=C1C)C=C2C3=C(C=CC(=C3)F)NC2=O)C. Cell line: ACHN. Synergy scores: CSS=13.9, Synergy_ZIP=-4.67, Synergy_Bliss=-3.57, Synergy_Loewe=-21.9, Synergy_HSA=-2.33. (4) Drug 1: CC=C1C(=O)NC(C(=O)OC2CC(=O)NC(C(=O)NC(CSSCCC=C2)C(=O)N1)C(C)C)C(C)C. Drug 2: CCN(CC)CCNC(=O)C1=C(NC(=C1C)C=C2C3=C(C=CC(=C3)F)NC2=O)C. Cell line: SF-295. Synergy scores: CSS=6.20, Synergy_ZIP=-7.64, Synergy_Bliss=-14.4, Synergy_Loewe=-58.2, Synergy_HSA=-13.7. (5) Drug 1: C1CCC(C1)C(CC#N)N2C=C(C=N2)C3=C4C=CNC4=NC=N3. Drug 2: CNC(=O)C1=NC=CC(=C1)OC2=CC=C(C=C2)NC(=O)NC3=CC(=C(C=C3)Cl)C(F)(F)F. Cell line: HOP-92. Synergy scores: CSS=11.4, Synergy_ZIP=-9.34, Synergy_Bliss=-12.6, Synergy_Loewe=-17.8, Synergy_HSA=-13.4. (6) Drug 1: CC1=C(C=C(C=C1)NC(=O)C2=CC=C(C=C2)CN3CCN(CC3)C)NC4=NC=CC(=N4)C5=CN=CC=C5. Drug 2: CCN(CC)CCCC(C)NC1=C2C=C(C=CC2=NC3=C1C=CC(=C3)Cl)OC. Cell line: SR. Synergy scores: CSS=66.7, Synergy_ZIP=0.0937, Synergy_Bliss=-0.529, Synergy_Loewe=-0.190, Synergy_HSA=-0.932. (7) Drug 1: C1CCN(CC1)CCOC2=CC=C(C=C2)C(=O)C3=C(SC4=C3C=CC(=C4)O)C5=CC=C(C=C5)O. Drug 2: CC1=CC=C(C=C1)C2=CC(=NN2C3=CC=C(C=C3)S(=O)(=O)N)C(F)(F)F. Cell line: MDA-MB-231. Synergy scores: CSS=-5.77, Synergy_ZIP=1.74, Synergy_Bliss=-2.93, Synergy_Loewe=-6.83, Synergy_HSA=-7.01. (8) Drug 1: C1C(C(OC1N2C=C(C(=O)NC2=O)F)CO)O. Drug 2: CC(C)CN1C=NC2=C1C3=CC=CC=C3N=C2N. Cell line: HL-60(TB). Synergy scores: CSS=24.5, Synergy_ZIP=-0.474, Synergy_Bliss=2.77, Synergy_Loewe=-6.26, Synergy_HSA=2.01. (9) Drug 1: CC12CCC3C(C1CCC2O)C(CC4=C3C=CC(=C4)O)CCCCCCCCCS(=O)CCCC(C(F)(F)F)(F)F. Drug 2: C1CN(CCN1C(=O)CCBr)C(=O)CCBr. Cell line: OVCAR-5. Synergy scores: CSS=13.4, Synergy_ZIP=-5.64, Synergy_Bliss=-3.59, Synergy_Loewe=-0.732, Synergy_HSA=-0.517.